This data is from Full USPTO retrosynthesis dataset with 1.9M reactions from patents (1976-2016). The task is: Predict the reactants needed to synthesize the given product. (1) Given the product [Cl:1][C:2]1[CH:3]=[C:4]([CH:10]=[CH:11][C:12]=1[N:13]1[CH:14]([CH3:21])[CH2:15][O:16][CH2:17][C:18]1=[O:19])[C:5]([O:7][CH2:8][CH3:9])=[O:6], predict the reactants needed to synthesize it. The reactants are: [Cl:1][C:2]1[CH:3]=[C:4]([CH:10]=[CH:11][C:12]=1[NH:13][CH:14]([CH3:21])[CH2:15][O:16][CH2:17][C:18](O)=[O:19])[C:5]([O:7][CH2:8][CH3:9])=[O:6].S(Cl)(Cl)=O.CN(C=O)C. (2) Given the product [CH2:1]1[C:9]2[C:4](=[CH:5][CH:6]=[CH:7][CH:8]=2)[CH2:3][N:2]1[N:10]([CH3:39])[C:11](=[O:38])[CH2:12][N:13]([C:30]1[CH:35]=[CH:34][C:33]([N:40]2[CH2:44][CH2:43][CH2:42][C:41]2=[O:45])=[CH:32][C:31]=1[CH3:37])[CH2:14][C:15]([NH:17][CH2:18][CH2:19][N:20]([C:23]([O:25][C:26]([CH3:29])([CH3:28])[CH3:27])=[O:24])[CH2:21][CH3:22])=[O:16], predict the reactants needed to synthesize it. The reactants are: [CH2:1]1[C:9]2[C:4](=[CH:5][CH:6]=[CH:7][CH:8]=2)[CH2:3][N:2]1[N:10]([CH3:39])[C:11](=[O:38])[CH2:12][N:13]([C:30]1[CH:35]=[CH:34][C:33](I)=[CH:32][C:31]=1[CH3:37])[CH2:14][C:15]([NH:17][CH2:18][CH2:19][N:20]([C:23]([O:25][C:26]([CH3:29])([CH3:28])[CH3:27])=[O:24])[CH2:21][CH3:22])=[O:16].[NH:40]1[CH2:44][CH2:43][CH2:42][C:41]1=[O:45].CNCCNC.P([O-])([O-])([O-])=O.[K+].[K+].[K+].